Dataset: Full USPTO retrosynthesis dataset with 1.9M reactions from patents (1976-2016). Task: Predict the reactants needed to synthesize the given product. (1) Given the product [F:15][C:16]1[CH:24]=[CH:23][CH:22]=[CH:21][C:17]=1[CH2:18][N:19]1[C:6]([OH:8])=[CH:4][C:3]([C:2]([O:12][CH2:13][CH3:14])=[O:11])=[N:20]1, predict the reactants needed to synthesize it. The reactants are: [Na].[C:2]([O:12][CH2:13][CH3:14])(=[O:11])[CH2:3][C:4]([C:6]([O:8]CC)=O)=O.[F:15][C:16]1[CH:24]=[CH:23][CH:22]=[CH:21][C:17]=1[CH2:18][NH:19][NH2:20]. (2) Given the product [CH:24]1([N:16]([C@H:17]2[CH2:18][CH2:19][C@H:20]([CH3:23])[CH2:21][CH2:22]2)[C:14](=[O:15])[NH:13][C:11]2[S:12][C:8]([S:7][CH2:58][CH2:57][C:56]([OH:60])=[O:55])=[CH:9][N:10]=2)[CH2:25][CH2:26][CH2:27][CH2:28][CH2:29][CH2:30]1, predict the reactants needed to synthesize it. The reactants are: C(OC(=O)C([S:7][C:8]1[S:12][C:11]([NH:13][C:14]([N:16]([CH:24]2[CH2:30][CH2:29][CH2:28][CH2:27][CH2:26][CH2:25]2)[C@H:17]2[CH2:22][CH2:21][C@H:20]([CH3:23])[CH2:19][CH2:18]2)=[O:15])=[N:10][CH:9]=1)C)C.C1(N[C@H]2CC[C@H](C)CC2)CCCCCC1.NC1SC=NC=1.C([O:55][C:56](=[O:60])[CH:57](S)[CH3:58])C. (3) Given the product [CH3:44][O:43][C:45]1[CH:50]=[CH:49][C:48]([NH:51][C:52]([N:22]2[CH2:21][CH2:20][N:19]([C:17]3[S:18][C:14](=[CH:13][C:10]4[CH:11]=[CH:12][C:7]([O:6][CH2:5][C:4]5[CH:28]=[CH:29][C:30]([C:32]([F:35])([F:33])[F:34])=[CH:31][C:3]=5[C:2]([F:36])([F:1])[F:37])=[C:8]([O:26][CH3:27])[CH:9]=4)[C:15](=[O:25])[N:16]=3)[CH2:24][CH2:23]2)=[S:53])=[CH:47][CH:46]=1, predict the reactants needed to synthesize it. The reactants are: [F:1][C:2]([F:37])([F:36])[C:3]1[CH:31]=[C:30]([C:32]([F:35])([F:34])[F:33])[CH:29]=[CH:28][C:4]=1[CH2:5][O:6][C:7]1[CH:12]=[CH:11][C:10]([CH:13]=[C:14]2[S:18][C:17]([N:19]3[CH2:24][CH2:23][NH:22][CH2:21][CH2:20]3)=[N:16][C:15]2=[O:25])=[CH:9][C:8]=1[O:26][CH3:27].CN(C=O)C.[O:43]([C:45]1[CH:50]=[CH:49][C:48]([N:51]=[C:52]=[S:53])=[CH:47][CH:46]=1)[CH3:44]. (4) The reactants are: [C:1]([C:3]1[CH:22]=[CH:21][C:6]([CH2:7]N2CCN(C(OC(C)(C)C)=O)CC2)=[CH:5][CH:4]=1)#[N:2].[C:23]([N:30]1[CH:34]=[CH:33][N:32]=[CH:31]1)([N:25]1C=CN=C1)=[S:24].[CH2:35](Cl)Cl. Given the product [C:1]([C:3]1[CH:22]=[CH:21][C:6]([CH2:7][N:32]2[CH2:33][CH2:34][N:30]([C:23](=[S:24])[NH2:25])[CH2:35][CH2:31]2)=[CH:5][CH:4]=1)#[N:2], predict the reactants needed to synthesize it. (5) Given the product [CH3:11][O:12][C:13]1[C:14]([OH:21])=[C:15]([C:16]2[NH:1][N:2]=[C:3]([C:5]3[CH:10]=[N:9][CH:8]=[CH:7][N:6]=3)[N:4]=2)[CH:18]=[CH:19][CH:20]=1, predict the reactants needed to synthesize it. The reactants are: [NH2:1][NH:2][C:3]([C:5]1[CH:10]=[N:9][CH:8]=[CH:7][N:6]=1)=[NH:4].[CH3:11][O:12][C:13]1[C:14]([OH:21])=[C:15]([CH:18]=[CH:19][CH:20]=1)[CH:16]=O.